From a dataset of Reaction yield outcomes from USPTO patents with 853,638 reactions. Predict the reaction yield, written as a fraction of the theoretical maximum amount of product (1.0 means a 100% yield; for example, 0.34 means a 34% yield). (1) The reactants are [OH:1][CH2:2][C@@H:3]1[CH:7]([CH:8]([CH3:11])[CH2:9][OH:10])[O:6][C:5](=[O:12])[NH:4]1.[C:13]1([CH3:23])[CH:18]=[CH:17][C:16]([S:19](Cl)(=[O:21])=[O:20])=[CH:15][CH:14]=1.CCO[C:27]([CH3:29])=O. The catalyst is N1C=CC=CC=1. The product is [CH3:23][C:13]1[CH:18]=[CH:17][C:16]([S:19]([O:10][CH2:9][CH:8]([CH:7]2[O:6][C:5](=[O:12])[NH:4][C@@H:3]2[CH2:2][O:1][S:19]([C:27]2[CH:29]=[CH:18][C:13]([CH3:23])=[CH:14][CH:15]=2)(=[O:21])=[O:20])[CH3:11])(=[O:21])=[O:20])=[CH:15][CH:14]=1. The yield is 0.680. (2) The catalyst is CN(C)C(=O)C.O1CCCC1. The product is [CH:47]1([C:45]([NH:44][C:42]2[N:43]=[C:38]3[CH:37]=[CH:36][C:35]([S:34][C:31]4[CH:30]=[CH:29][C:28]([NH:27][C:13]([C:4]5[CH:3]=[C:2]([CH3:1])[N:6]([C:7]6[CH:8]=[CH:9][CH:10]=[CH:11][CH:12]=6)[N:5]=5)=[O:15])=[CH:33][CH:32]=4)=[N:40][N:39]3[CH:41]=2)=[O:46])[CH2:48][CH2:49]1. The reactants are [CH3:1][C:2]1[N:6]([C:7]2[CH:12]=[CH:11][CH:10]=[CH:9][CH:8]=2)[N:5]=[C:4]([C:13]([OH:15])=O)[CH:3]=1.CN(C)C=O.C(Cl)(=O)C(Cl)=O.[NH2:27][C:28]1[CH:33]=[CH:32][C:31]([S:34][C:35]2[CH:36]=[CH:37][C:38]3[N:39]([CH:41]=[C:42]([NH:44][C:45]([CH:47]4[CH2:49][CH2:48]4)=[O:46])[N:43]=3)[N:40]=2)=[CH:30][CH:29]=1. The yield is 0.640. (3) The reactants are [CH2:1]([O:3][C:4]([CH:6]1[CH2:11][CH2:10][N:9]([C:12]2[C:17]([N+:18]([O-:20])=[O:19])=[C:16](Cl)[N:15]=[CH:14][N:13]=2)[CH2:8][CH2:7]1)=[O:5])[CH3:2].[N:22]1([C:27]2[CH:32]=[CH:31][C:30]([OH:33])=[CH:29][CH:28]=2)[CH:26]=[CH:25][N:24]=[CH:23]1.C(=O)([O-])[O-].[K+].[K+]. The catalyst is CN(C=O)C. The product is [CH2:1]([O:3][C:4]([CH:6]1[CH2:11][CH2:10][N:9]([C:12]2[C:17]([N+:18]([O-:20])=[O:19])=[C:16]([O:33][C:30]3[CH:29]=[CH:28][C:27]([N:22]4[CH:26]=[CH:25][N:24]=[CH:23]4)=[CH:32][CH:31]=3)[N:15]=[CH:14][N:13]=2)[CH2:8][CH2:7]1)=[O:5])[CH3:2]. The yield is 0.920.